This data is from Catalyst prediction with 721,799 reactions and 888 catalyst types from USPTO. The task is: Predict which catalyst facilitates the given reaction. (1) Reactant: [CH:1]1([C:7]2[O:11][N:10]=[C:9]([C:12]3[O:16][N:15]=[C:14]4[C:17]5[C:22]([CH2:23][CH2:24][C:13]=34)=[CH:21][C:20]([CH:25]=O)=[CH:19][CH:18]=5)[C:8]=2[C:27]([F:30])([F:29])[F:28])[CH2:6][CH2:5][CH2:4][CH2:3][CH2:2]1.[NH:31]1[CH2:34][CH:33]([C:35]([OH:37])=[O:36])[CH2:32]1.C([BH3-])#N.[Na+].[CH3:42][OH:43]. Product: [OH:43][C:42]([C:27]([F:30])([F:29])[F:28])=[O:36].[CH:1]1([C:7]2[O:11][N:10]=[C:9]([C:12]3[O:16][N:15]=[C:14]4[C:17]5[C:22]([CH2:23][CH2:24][C:13]=34)=[CH:21][C:20]([CH2:25][N:31]3[CH2:34][CH:33]([C:35]([OH:37])=[O:36])[CH2:32]3)=[CH:19][CH:18]=5)[C:8]=2[C:27]([F:29])([F:28])[F:30])[CH2:2][CH2:3][CH2:4][CH2:5][CH2:6]1. The catalyst class is: 478. (2) Reactant: [CH:1]1([N:6]2[C:10]3[N:11]=[C:12]([NH:15][C:16]4[CH:21]=[CH:20][C:19]([N:22]5[C:29](=[O:30])[CH2:28][C@@H:27]6[NH:31][C@@H:24]([CH2:25][CH2:26]6)[CH2:23]5)=[CH:18][N:17]=4)[N:13]=[CH:14][C:9]=3[CH:8]=[C:7]2[C:32]([N:34]([CH3:36])[CH3:35])=[O:33])[CH2:5][CH2:4][CH2:3][CH2:2]1.[C:37](OC(=O)C)(=[O:39])[CH3:38].C(N(C(C)C)CC)(C)C.C(Cl)Cl. Product: [C:37]([N:31]1[C@@H:27]2[CH2:26][CH2:25][C@H:24]1[CH2:23][N:22]([C:19]1[CH:20]=[CH:21][C:16]([NH:15][C:12]3[N:13]=[CH:14][C:9]4[CH:8]=[C:7]([C:32]([N:34]([CH3:36])[CH3:35])=[O:33])[N:6]([CH:1]5[CH2:2][CH2:3][CH2:4][CH2:5]5)[C:10]=4[N:11]=3)=[N:17][CH:18]=1)[C:29](=[O:30])[CH2:28]2)(=[O:39])[CH3:38]. The catalyst class is: 25. (3) Product: [C:23]1([S:29]([N:32]2[C:36]3=[N:37][CH:38]=[CH:39][CH:40]=[C:35]3[CH:34]=[C:33]2[C:41](=[O:46])[CH2:42][CH:43]([CH3:44])[CH3:45])(=[O:30])=[O:31])[CH:24]=[CH:25][CH:26]=[CH:27][CH:28]=1. Reactant: CC(OI1(OC(C)=O)(OC(C)=O)OC(=O)C2C=CC=CC1=2)=O.[C:23]1([S:29]([N:32]2[C:36]3=[N:37][CH:38]=[CH:39][CH:40]=[C:35]3[CH:34]=[C:33]2[CH:41]([OH:46])[CH2:42][CH:43]([CH3:45])[CH3:44])(=[O:31])=[O:30])[CH:28]=[CH:27][CH:26]=[CH:25][CH:24]=1. The catalyst class is: 4. (4) Reactant: [Cl:1][C:2]1[N:7]=[C:6]([NH:8][CH2:9][CH2:10][CH2:11][OH:12])[C:5]([C:13]([F:16])([F:15])[F:14])=[CH:4][CH:3]=1.O[C:18]1[CH:19]=[C:20]2[C:24](=[CH:25][CH:26]=1)[C@H:23]([CH2:27][C:28]([O:30][CH2:31][CH3:32])=[O:29])[CH2:22][CH2:21]2.C1(P(C2C=CC=CC=2)C2C=CC=CC=2)C=CC=CC=1.N(C(N1CCCCC1)=O)=NC(N1CCCCC1)=O. Product: [Cl:1][C:2]1[N:7]=[C:6]([NH:8][CH2:9][CH2:10][CH2:11][O:12][C:18]2[CH:19]=[C:20]3[C:24](=[CH:25][CH:26]=2)[C@H:23]([CH2:27][C:28]([O:30][CH2:31][CH3:32])=[O:29])[CH2:22][CH2:21]3)[C:5]([C:13]([F:16])([F:14])[F:15])=[CH:4][CH:3]=1. The catalyst class is: 1. (5) Reactant: CO[C:3]([C:7]1[S:8][CH:9]=[CH:10][C:11]=1[C:12]1[CH:17]=[CH:16][CH:15]=[CH:14][CH:13]=1)([O:5]C)[CH3:4].[Li]CCCC.[F:23][C:24]1[CH:29]=[CH:28][C:27]([S:30][S:30][C:27]2[CH:28]=[CH:29][C:24]([F:23])=[CH:25][CH:26]=2)=[CH:26][CH:25]=1.FC1C=CC(S)=CC=1.C(=O)([O-])[O-].[K+].[K+]. Product: [F:23][C:24]1[CH:29]=[CH:28][C:27]([S:30][C:9]2[S:8][C:7]([C:3](=[O:5])[CH3:4])=[C:11]([C:12]3[CH:17]=[CH:16][CH:15]=[CH:14][CH:13]=3)[CH:10]=2)=[CH:26][CH:25]=1. The catalyst class is: 1. (6) Reactant: [F:1][C:2]1[CH:7]=[CH:6][C:5]([C:8]([F:11])([F:10])[F:9])=[CH:4][C:3]=1[N:12]=[C:13]=[O:14].[CH3:15][N:16]1[C:24]2[C:19](=[CH:20][CH:21]=[CH:22][CH:23]=2)[C:18]([C:25]2[CH:30]=[CH:29][C:28]([NH2:31])=[CH:27][CH:26]=2)=[C:17]1[C:32]([NH2:34])=[O:33].CO. Product: [F:1][C:2]1[CH:7]=[CH:6][C:5]([C:8]([F:11])([F:10])[F:9])=[CH:4][C:3]=1[NH:12][C:13](=[O:14])[NH:31][C:28]1[CH:27]=[CH:26][C:25]([C:18]2[C:19]3[C:24](=[CH:23][CH:22]=[CH:21][CH:20]=3)[N:16]([CH3:15])[C:17]=2[C:32]([NH2:34])=[O:33])=[CH:30][CH:29]=1. The catalyst class is: 7. (7) Reactant: Cl[C:2]1[CH:3]=[C:4]([CH:12]2[CH2:14][CH2:13]2)[C:5]([C:8]([O:10][CH3:11])=[O:9])=[N:6][CH:7]=1.CC1(C)C(C)(C)OB([C:23]2[CH2:28][CH2:27][N:26]([C:29]([O:31][C:32]([CH3:35])([CH3:34])[CH3:33])=[O:30])[CH2:25][CH:24]=2)O1.C(=O)([O-])[O-].[Na+].[Na+].O1CCOCC1. Product: [CH:12]1([C:4]2[CH:3]=[C:2]([C:23]3[CH2:28][CH2:27][N:26]([C:29]([O:31][C:32]([CH3:35])([CH3:34])[CH3:33])=[O:30])[CH2:25][CH:24]=3)[CH:7]=[N:6][C:5]=2[C:8]([O:10][CH3:11])=[O:9])[CH2:14][CH2:13]1. The catalyst class is: 6. (8) Reactant: [CH3:1][O:2][C:3]1[N:8]=[CH:7][N:6]=[C:5]([C:9]#N)[CH:4]=1.[CH:11]1([Mg]Br)[CH2:13][CH2:12]1.Cl.C(=O)([O-])[OH:18].[Na+]. Product: [CH:11]1([C:9]([C:5]2[CH:4]=[C:3]([O:2][CH3:1])[N:8]=[CH:7][N:6]=2)=[O:18])[CH2:13][CH2:12]1. The catalyst class is: 1. (9) Reactant: [NH3:1].[O:2]1[C:12]2[C:7](=[CH:8][CH:9]=[C:10]([O:13][CH2:14][CH2:15][CH:16]3[O:18][CH2:17]3)[CH:11]=2)[CH:6]=[CH:5][C:3]1=[O:4]. Product: [NH2:1][CH2:17][CH:16]([OH:18])[CH2:15][CH2:14][O:13][C:10]1[CH:11]=[C:12]2[C:7]([CH:6]=[CH:5][C:3](=[O:4])[O:2]2)=[CH:8][CH:9]=1. The catalyst class is: 8.